From a dataset of Full USPTO retrosynthesis dataset with 1.9M reactions from patents (1976-2016). Predict the reactants needed to synthesize the given product. Given the product [Br:13][C:14]1[CH:15]=[C:16]([NH:17][C@@H:8]([C:5]2[CH:6]=[CH:7][C:2]([Cl:1])=[C:3]([CH3:12])[CH:4]=2)[CH2:9][CH3:10])[CH:18]=[CH:19][CH:20]=1, predict the reactants needed to synthesize it. The reactants are: [Cl:1][C:2]1[CH:7]=[CH:6][C:5]([C:8](=O)[CH2:9][CH3:10])=[CH:4][C:3]=1[CH3:12].[Br:13][C:14]1[CH:15]=[C:16]([CH:18]=[CH:19][CH:20]=1)[NH2:17].O.C1(C)C=CC(S(O)(=O)=O)=CC=1.FC1C=CC(O)=C(C=1)CN[S@](C(C)(C)C)=O.Cl[SiH](Cl)Cl.C([O-])(O)=O.[Na+].